Dataset: Tyrosyl-DNA phosphodiesterase HTS with 341,365 compounds. Task: Binary Classification. Given a drug SMILES string, predict its activity (active/inactive) in a high-throughput screening assay against a specified biological target. (1) The compound is Clc1c(C(=O)COC(=O)c2c(N3CCOCC3)ccc([N+]([O-])=O)c2)cccc1. The result is 0 (inactive). (2) The drug is O1C(=N/C(=C\c2occc2)C1=O)C. The result is 1 (active). (3) The compound is O=C(Nc1ccccc1)Cc1c(cccc1)C#CCCCC. The result is 1 (active). (4) The compound is S(CC(=O)Nc1nonc1C)c1sc(nn1)C. The result is 0 (inactive). (5) The drug is Clc1ccc(CCNC(=O)c2cc3[nH]cnc3cc2)cc1. The result is 0 (inactive). (6) The compound is S(CC(=O)Nc1c([N+]([O-])=O)cc(OC)cc1)c1nc(cc(n1)C)C. The result is 0 (inactive). (7) The drug is O=C1N(CC(C1)C(=O)N(Cc1cc(OC)ccc1)C)c1cc2OCCOc2cc1. The result is 0 (inactive).